From a dataset of Peptide-MHC class I binding affinity with 185,985 pairs from IEDB/IMGT. Regression. Given a peptide amino acid sequence and an MHC pseudo amino acid sequence, predict their binding affinity value. This is MHC class I binding data. The peptide sequence is ATADLELAY. The MHC is HLA-A31:01 with pseudo-sequence HLA-A31:01. The binding affinity (normalized) is 0.0847.